This data is from NCI-60 drug combinations with 297,098 pairs across 59 cell lines. The task is: Regression. Given two drug SMILES strings and cell line genomic features, predict the synergy score measuring deviation from expected non-interaction effect. (1) Drug 1: C1C(C(OC1N2C=NC3=C(N=C(N=C32)Cl)N)CO)O. Drug 2: CC1C(C(CC(O1)OC2CC(CC3=C2C(=C4C(=C3O)C(=O)C5=CC=CC=C5C4=O)O)(C(=O)C)O)N)O. Cell line: NCI-H460. Synergy scores: CSS=43.3, Synergy_ZIP=0.694, Synergy_Bliss=-1.07, Synergy_Loewe=-4.73, Synergy_HSA=0.816. (2) Cell line: SNB-75. Drug 2: CC1CCC2CC(C(=CC=CC=CC(CC(C(=O)C(C(C(=CC(C(=O)CC(OC(=O)C3CCCCN3C(=O)C(=O)C1(O2)O)C(C)CC4CCC(C(C4)OC)O)C)C)O)OC)C)C)C)OC. Drug 1: CC1C(C(CC(O1)OC2CC(CC3=C2C(=C4C(=C3O)C(=O)C5=C(C4=O)C(=CC=C5)OC)O)(C(=O)C)O)N)O.Cl. Synergy scores: CSS=10.6, Synergy_ZIP=-7.19, Synergy_Bliss=-7.08, Synergy_Loewe=-6.94, Synergy_HSA=-5.14. (3) Drug 1: CC(C1=C(C=CC(=C1Cl)F)Cl)OC2=C(N=CC(=C2)C3=CN(N=C3)C4CCNCC4)N. Drug 2: C1CC(C1)(C(=O)O)C(=O)O.[NH2-].[NH2-].[Pt+2]. Cell line: A498. Synergy scores: CSS=14.6, Synergy_ZIP=-5.10, Synergy_Bliss=4.01, Synergy_Loewe=2.76, Synergy_HSA=4.59. (4) Drug 1: CC12CCC3C(C1CCC2=O)CC(=C)C4=CC(=O)C=CC34C. Drug 2: CC1=CC=C(C=C1)C2=CC(=NN2C3=CC=C(C=C3)S(=O)(=O)N)C(F)(F)F. Cell line: SW-620. Synergy scores: CSS=14.0, Synergy_ZIP=-0.0524, Synergy_Bliss=-5.26, Synergy_Loewe=-13.4, Synergy_HSA=-5.22. (5) Drug 1: CC(C)NC(=O)C1=CC=C(C=C1)CNNC.Cl. Drug 2: CC(C)CN1C=NC2=C1C3=CC=CC=C3N=C2N. Cell line: M14. Synergy scores: CSS=3.80, Synergy_ZIP=6.91, Synergy_Bliss=1.46, Synergy_Loewe=0.243, Synergy_HSA=0.286. (6) Drug 2: CC1C(C(CC(O1)OC2CC(CC3=C2C(=C4C(=C3O)C(=O)C5=C(C4=O)C(=CC=C5)OC)O)(C(=O)CO)O)N)O.Cl. Synergy scores: CSS=51.6, Synergy_ZIP=-0.475, Synergy_Bliss=1.69, Synergy_Loewe=-1.54, Synergy_HSA=2.79. Cell line: BT-549. Drug 1: C1CC(=O)NC(=O)C1N2CC3=C(C2=O)C=CC=C3N. (7) Cell line: NCI/ADR-RES. Drug 2: C(CN)CNCCSP(=O)(O)O. Synergy scores: CSS=-5.01, Synergy_ZIP=5.97, Synergy_Bliss=4.92, Synergy_Loewe=-0.217, Synergy_HSA=-2.40. Drug 1: CC(C)CN1C=NC2=C1C3=CC=CC=C3N=C2N.